Dataset: Reaction yield outcomes from USPTO patents with 853,638 reactions. Task: Predict the reaction yield, written as a fraction of the theoretical maximum amount of product (1.0 means a 100% yield; for example, 0.34 means a 34% yield). The reactants are [Cl:1][C:2]1[CH:3]=[C:4]([C@@H:12]([CH2:26][CH:27]2[CH2:31][CH2:30][CH2:29][CH2:28]2)[C:13]([NH:15][C:16]2[CH:20]=[CH:19][N:18]([CH2:21][CH2:22][C:23]([OH:25])=O)[N:17]=2)=[O:14])[CH:5]=[CH:6][C:7]=1[S:8]([CH3:11])(=[O:10])=[O:9].C(Cl)(=O)C(Cl)=O.[N:38]1C(C)=C[CH:41]=[CH:40][C:39]=1C.C(N)CC. The catalyst is C(Cl)Cl. The product is [Cl:1][C:2]1[CH:3]=[C:4]([C@@H:12]([CH2:26][CH:27]2[CH2:31][CH2:30][CH2:29][CH2:28]2)[C:13]([NH:15][C:16]2[CH:20]=[CH:19][N:18]([CH2:21][CH2:22][C:23](=[O:25])[NH:38][CH2:39][CH2:40][CH3:41])[N:17]=2)=[O:14])[CH:5]=[CH:6][C:7]=1[S:8]([CH3:11])(=[O:9])=[O:10]. The yield is 0.330.